The task is: Regression. Given a peptide amino acid sequence and an MHC pseudo amino acid sequence, predict their binding affinity value. This is MHC class I binding data.. This data is from Peptide-MHC class I binding affinity with 185,985 pairs from IEDB/IMGT. The peptide sequence is PPCQCTVQEF. The MHC is HLA-B51:01 with pseudo-sequence HLA-B51:01. The binding affinity (normalized) is 0.